This data is from Peptide-MHC class I binding affinity with 185,985 pairs from IEDB/IMGT. The task is: Regression. Given a peptide amino acid sequence and an MHC pseudo amino acid sequence, predict their binding affinity value. This is MHC class I binding data. (1) The peptide sequence is NFISGIQYL. The MHC is Patr-A0901 with pseudo-sequence Patr-A0901. The binding affinity (normalized) is 0.447. (2) The peptide sequence is TSCPPTCPGY. The binding affinity (normalized) is 0. The MHC is HLA-A03:01 with pseudo-sequence HLA-A03:01. (3) The MHC is Mamu-B03 with pseudo-sequence Mamu-B03. The peptide sequence is NMTGLKRDK. The binding affinity (normalized) is 0. (4) The peptide sequence is VEMGIKNGP. The MHC is HLA-A02:03 with pseudo-sequence HLA-A02:03. The binding affinity (normalized) is 0.0847. (5) The peptide sequence is LLSYYVVYV. The MHC is HLA-A02:01 with pseudo-sequence HLA-A02:01. The binding affinity (normalized) is 1.00. (6) The peptide sequence is ETIEILRNY. The MHC is HLA-B27:05 with pseudo-sequence HLA-B27:05. The binding affinity (normalized) is 0.0847. (7) The peptide sequence is TTASTTST. The MHC is Mamu-A02 with pseudo-sequence Mamu-A02. The binding affinity (normalized) is 0.